Dataset: Reaction yield outcomes from USPTO patents with 853,638 reactions. Task: Predict the reaction yield, written as a fraction of the theoretical maximum amount of product (1.0 means a 100% yield; for example, 0.34 means a 34% yield). (1) The reactants are [O:1]=[C:2]([CH2:8]OCC#C)[CH2:3][C:4]([O:6][CH3:7])=[O:5].[C:13]1(C2C=CC(C=O)=CC=2)C=CC=CC=1.CC1(C)CC(=O)CC(=O)C1.C([O-])(=O)C.[NH4+].II. The catalyst is C(O)C. The product is [O:1]=[C:2]([CH2:8][CH3:13])[CH2:3][C:4]([O:6][CH3:7])=[O:5]. The yield is 0.320. (2) The reactants are [F:1][C:2]([C:5]1[O:9][N:8]=[C:7]([NH2:10])[CH:6]=1)([CH3:4])[CH3:3].Cl[C:12]([O:14][C:15]1[CH:20]=[CH:19][C:18]([Cl:21])=[CH:17][CH:16]=1)=[O:13]. No catalyst specified. The product is [F:1][C:2]([C:5]1[O:9][N:8]=[C:7]([NH:10][C:12](=[O:13])[O:14][C:15]2[CH:20]=[CH:19][C:18]([Cl:21])=[CH:17][CH:16]=2)[CH:6]=1)([CH3:4])[CH3:3]. The yield is 1.00. (3) The yield is 0.280. The product is [N:23]([CH2:2][C:3]([NH:5][C:6]1[CH:11]=[CH:10][C:9]([Cl:12])=[C:8]([C:13]2[O:14][C:15]3[CH:21]=[CH:20][C:19]([Cl:22])=[CH:18][C:16]=3[N:17]=2)[CH:7]=1)=[O:4])=[N+:24]=[N-:25]. The catalyst is CS(C)=O. The reactants are Cl[CH2:2][C:3]([NH:5][C:6]1[CH:11]=[CH:10][C:9]([Cl:12])=[C:8]([C:13]2[O:14][C:15]3[CH:21]=[CH:20][C:19]([Cl:22])=[CH:18][C:16]=3[N:17]=2)[CH:7]=1)=[O:4].[N-:23]=[N+:24]=[N-:25].[Na+].[Cl-].[Na+]. (4) The reactants are [CH3:1][C:2]1[C:6]([CH2:7][N:8]2[CH:12]=[C:11]([NH:13][C:14](=[O:25])[C:15]3[CH:20]=[C:19]([O:21][CH3:22])[C:18]([OH:23])=[C:17](O)[CH:16]=3)[CH:10]=[N:9]2)=[C:5]([CH3:26])[O:4][N:3]=1.[C:27](=[O:30])([O-])[O-].[Cs+].[Cs+].Br[CH:34](Br)C. No catalyst specified. The product is [CH3:1][C:2]1[C:6]([CH2:7][N:8]2[CH:12]=[C:11]([NH:13][C:14]([C:15]3[CH:16]=[C:17]([O:30][CH3:27])[C:18]4[O:23][CH2:34][CH2:22][O:21][C:19]=4[CH:20]=3)=[O:25])[CH:10]=[N:9]2)=[C:5]([CH3:26])[O:4][N:3]=1. The yield is 0.200. (5) The product is [C:7]1([CH2:8][O:20][C:19](=[O:21])[NH:18][C:22]2[NH:41][C:25]3=[N:26][CH:27]=[C:28]([C:30]4[CH:31]=[CH:32][C:33]5[O:39][CH2:38][CH2:37][N:36]([C:43]6[C:52]7[C:47](=[CH:48][CH:49]=[C:50]([CH3:53])[CH:51]=7)[N:46]=[CH:45][N:44]=6)[CH2:35][C:34]=5[CH:40]=4)[CH:29]=[C:24]3[N:23]=2)[CH:9]=[CH:28][CH:29]=[CH:24][CH:25]=1. The catalyst is CN1C(=O)CCC1. The yield is 0.870. The reactants are C(N([CH:7]([CH3:9])[CH3:8])CC)(C)C.Cl.C1(C[N:18]([C:22]2[NH:23][C:24]3[C:25]([N:41]=2)=[N:26][CH:27]=[C:28]([C:30]2[CH:31]=[CH:32][C:33]4[O:39][CH2:38][CH2:37][NH:36][CH2:35][C:34]=4[CH:40]=2)[CH:29]=3)[C:19](=[O:21])[OH:20])C=CC=CC=1.Cl[C:43]1[C:52]2[C:47](=[CH:48][CH:49]=[C:50]([CH3:53])[CH:51]=2)[N:46]=[CH:45][N:44]=1.O. (6) The reactants are COC(=O)C1C=CC=C(CCNC([C@]23CC[C@@H](C(C)=C)[C@@H]2[C@@H]2[C@@](C)(CC3)[C@@]3(C)[C@@H]([C@]4(C)[C@@H](CC3)C(C)(C)[C@@H](O)CC4)CC2)=O)C=1.NN.[C:48]([C:50]1[CH:51]=[C:52]([CH2:56][C:57]([OH:59])=O)[CH:53]=[CH:54][CH:55]=1)#[N:49].C(Cl)(C([Cl:64])=O)=O. The catalyst is CCO.C(Cl)Cl.O. The product is [C:48]([C:50]1[CH:51]=[C:52]([CH2:56][C:57]([Cl:64])=[O:59])[CH:53]=[CH:54][CH:55]=1)#[N:49]. The yield is 0.980. (7) The reactants are Cl[C:2]1[N:6]([CH3:7])[N:5]=[C:4]([CH3:8])[C:3]=1[CH:9]=[O:10].[Cl:11][C:12]1[CH:13]=[C:14]([OH:19])[CH:15]=[CH:16][C:17]=1[Cl:18].[OH-].[K+].O. The catalyst is CN(C=O)C. The product is [Cl:11][C:12]1[CH:13]=[C:14]([CH:15]=[CH:16][C:17]=1[Cl:18])[O:19][C:2]1[N:6]([CH3:7])[N:5]=[C:4]([CH3:8])[C:3]=1[CH:9]=[O:10]. The yield is 0.547.